Dataset: Reaction yield outcomes from USPTO patents with 853,638 reactions. Task: Predict the reaction yield, written as a fraction of the theoretical maximum amount of product (1.0 means a 100% yield; for example, 0.34 means a 34% yield). (1) The reactants are [Cl:1][C:2]1[C:7]2[O:8][CH2:9][O:10][C:6]=2[CH:5]=[C:4]([CH2:11]O)[CH:3]=1.O=S(Cl)[Cl:15]. The catalyst is ClCCl. The product is [Cl:1][C:2]1[C:7]2[O:8][CH2:9][O:10][C:6]=2[CH:5]=[C:4]([CH2:11][Cl:15])[CH:3]=1. The yield is 0.800. (2) The reactants are Br[C:2]1[CH:3]=[CH:4][C:5]([F:27])=[C:6]([CH2:8][CH2:9][N:10]2[CH2:15][CH2:14][N:13]([C:16]3[CH:25]=[CH:24][CH:23]=[C:22]4[C:17]=3[CH:18]=[CH:19][C:20]([CH3:26])=[N:21]4)[CH2:12][CH2:11]2)[CH:7]=1.[C:28]([NH2:31])(=[O:30])[CH3:29]. No catalyst specified. The product is [F:27][C:5]1[CH:4]=[CH:3][C:2]([NH:31][C:28](=[O:30])[CH3:29])=[CH:7][C:6]=1[CH2:8][CH2:9][N:10]1[CH2:15][CH2:14][N:13]([C:16]2[CH:25]=[CH:24][CH:23]=[C:22]3[C:17]=2[CH:18]=[CH:19][C:20]([CH3:26])=[N:21]3)[CH2:12][CH2:11]1. The yield is 0.660. (3) The reactants are [N:1]1C=C[CH:4]=[CH:3][CH:2]=1.[C:7](Cl)(=[O:25])[CH2:8][CH2:9][CH2:10][CH2:11][CH2:12][CH2:13][CH2:14]/[CH:15]=[CH:16]/[CH2:17][CH2:18][CH2:19][CH2:20][CH2:21][CH2:22][CH2:23][CH3:24].[OH-].[Na+].[C:29]([OH:38])(=[O:37])[CH:30]([CH:32]([C:34](O)=O)[OH:33])O. The catalyst is C1COCC1.C(O)C.CO. The product is [C:7]([NH:1][C:2]1[CH:34]=[C:32]([OH:33])[C:30](=[CH:4][CH:3]=1)[C:29]([OH:38])=[O:37])(=[O:25])[CH2:8][CH2:9][CH2:10][CH2:11][CH2:12][CH2:13][CH2:14]/[CH:15]=[CH:16]/[CH2:17][CH2:18][CH2:19][CH2:20][CH2:21][CH2:22][CH2:23][CH3:24]. The yield is 0.870. (4) The reactants are [ClH:1].C[CH2:3][O:4][CH2:5][CH3:6].COCC[O:11][C:12](=[O:38])[NH:13][CH2:14][C@@H:15]1[CH2:19][CH2:18][N:17]([C:20]2[C:29]3[C:24](=[CH:25][C:26]([CH3:30])=[CH:27][CH:28]=3)[N:23]=[C:22]([C:31]3[CH:36]=[CH:35][CH:34]=[CH:33][C:32]=3[OH:37])[N:21]=2)[CH2:16]1. The catalyst is C(Cl)Cl. The product is [ClH:1].[CH3:3][O:4][CH2:5][CH2:6][N:13]([CH2:14][C@H:15]1[CH2:19][CH2:18][N:17]([C:20]2[C:29]3[C:24](=[CH:25][C:26]([CH3:30])=[CH:27][CH:28]=3)[N:23]=[C:22]([C:31]3[CH:36]=[CH:35][CH:34]=[CH:33][C:32]=3[OH:37])[N:21]=2)[CH2:16]1)[C:12](=[O:11])[OH:38]. The yield is 0.770. (5) The yield is 0.530. The reactants are [C:1]([O:5][C:6]#[C:7][CH2:8][CH3:9])#[C:2][CH2:3][CH3:4].[Cl:10][S:11]([OH:14])(=O)=[O:12].[C:15](Cl)(=O)[C:16](Cl)=O.CN(C=O)C. The catalyst is ClCCl.CCCCCC. The product is [CH2:1]([O:5][C:6]1[CH:16]=[CH:15][C:9]([S:11]([Cl:10])(=[O:14])=[O:12])=[CH:8][CH:7]=1)[C:2]#[C:3][CH3:4]. (6) The yield is 0.470. The reactants are [NH:1]([C:3]1[S:4][C:5]([C:9]([O:11][CH2:12][CH3:13])=[O:10])=[C:6]([CH3:8])[N:7]=1)[NH2:2].Cl.[N:15]([O-])=O.[Na+]. The catalyst is C(OCC)C.O. The product is [N:1]([C:3]1[S:4][C:5]([C:9]([O:11][CH2:12][CH3:13])=[O:10])=[C:6]([CH3:8])[N:7]=1)=[N+:2]=[N-:15]. (7) The reactants are [Cl:1][C:2]1[CH:10]=[CH:9][C:8]([C:11]2[CH:12]=[CH:13][C:14]3[O:18][C:17]([C:19]4[CH:24]=[CH:23][C:22]([F:25])=[CH:21][CH:20]=4)=[C:16]([C:26](=[O:29])[NH:27][CH3:28])[C:15]=3[CH:30]=2)=[CH:7][C:3]=1[C:4]([OH:6])=O.[CH3:31][CH:32]([CH3:35])[CH2:33][NH2:34].C(N(C(C)C)C(C)C)C.CN(C(ON1N=NC2C=CC=NC1=2)=[N+](C)C)C.F[P-](F)(F)(F)(F)F. The catalyst is ClCCl.C(#N)C.CN(C=O)C. The product is [Cl:1][C:2]1[CH:10]=[CH:9][C:8]([C:11]2[CH:12]=[CH:13][C:14]3[O:18][C:17]([C:19]4[CH:20]=[CH:21][C:22]([F:25])=[CH:23][CH:24]=4)=[C:16]([C:26]([NH:27][CH3:28])=[O:29])[C:15]=3[CH:30]=2)=[CH:7][C:3]=1[C:4](=[O:6])[NH:34][CH2:33][CH:32]([CH3:35])[CH3:31]. The yield is 0.480. (8) The reactants are [F:1][C:2]([F:19])([C:7]1[CH:11]=[C:10]([NH2:12])[N:9]([C:13]2[CH:18]=[CH:17][CH:16]=[CH:15][CH:14]=2)[N:8]=1)[C:3]([F:6])([F:5])[F:4].C(=O)([O-])[O-].[K+].[K+].Cl[C:27]([O:29][C:30]1[CH:35]=[CH:34][CH:33]=[CH:32][CH:31]=1)=[O:28]. The catalyst is C1COCC1. The product is [F:19][C:2]([F:1])([C:7]1[CH:11]=[C:10]([NH:12][C:27](=[O:28])[O:29][C:30]2[CH:35]=[CH:34][CH:33]=[CH:32][CH:31]=2)[N:9]([C:13]2[CH:14]=[CH:15][CH:16]=[CH:17][CH:18]=2)[N:8]=1)[C:3]([F:6])([F:5])[F:4]. The yield is 0.840. (9) The reactants are Cl[C:2]1[CH:7]=[CH:6][NH:5][C:4](=[O:8])[C:3]=1[C:9]1[NH:20][C:19]2[C:11](=[CH:12][C:13]3[CH2:14][N:15]([CH:22]4[CH2:27][CH2:26][N:25]([CH3:28])[CH2:24][CH2:23]4)[C:16](=[O:21])[C:17]=3[CH:18]=2)[N:10]=1.[NH2:29][CH2:30][CH2:31][NH:32][S:33]([C:36]1[CH:41]=[CH:40][CH:39]=[CH:38][C:37]=1[Br:42])(=[O:35])=[O:34].CCN(CC)CC. The catalyst is CCO. The product is [Br:42][C:37]1[CH:38]=[CH:39][CH:40]=[CH:41][C:36]=1[S:33]([NH:32][CH2:31][CH2:30][NH:29][C:2]1[CH:7]=[CH:6][NH:5][C:4](=[O:8])[C:3]=1[C:9]1[NH:20][C:19]2[C:11]([N:10]=1)=[CH:12][C:13]1[CH2:14][N:15]([CH:22]3[CH2:27][CH2:26][N:25]([CH3:28])[CH2:24][CH2:23]3)[C:16](=[O:21])[C:17]=1[CH:18]=2)(=[O:35])=[O:34]. The yield is 0.110. (10) The reactants are [OH-].[Na+].[C:3]1([S:9]([NH:12][C:13]2[CH:14]=[C:15]([CH:19]([OH:36])[CH2:20][NH:21][C:22]([CH3:35])([CH3:34])[CH2:23][CH2:24][N:25]3[CH:29]=[C:28]([C:30]([O:32]C)=[O:31])[N:27]=[CH:26]3)[CH:16]=[CH:17][CH:18]=2)(=[O:11])=[O:10])[CH:8]=[CH:7][CH:6]=[CH:5][CH:4]=1. The catalyst is O1CCCC1. The product is [C:3]1([S:9]([NH:12][C:13]2[CH:14]=[C:15]([CH:19]([OH:36])[CH2:20][NH:21][C:22]([CH3:34])([CH3:35])[CH2:23][CH2:24][N:25]3[CH:29]=[C:28]([C:30]([OH:32])=[O:31])[N:27]=[CH:26]3)[CH:16]=[CH:17][CH:18]=2)(=[O:11])=[O:10])[CH:8]=[CH:7][CH:6]=[CH:5][CH:4]=1. The yield is 0.980.